Task: Regression/Classification. Given a drug SMILES string, predict its absorption, distribution, metabolism, or excretion properties. Task type varies by dataset: regression for continuous measurements (e.g., permeability, clearance, half-life) or binary classification for categorical outcomes (e.g., BBB penetration, CYP inhibition). For this dataset (solubility_aqsoldb), we predict Y.. Dataset: Aqueous solubility values for 9,982 compounds from the AqSolDB database (1) The drug is Cc1cc(C)cc(C)c1. The Y is -3.38 log mol/L. (2) The drug is CP(=O)(Oc1ccccc1)Oc1ccccc1. The Y is -2.20 log mol/L. (3) The molecule is Cc1ncc2nc(C)c(C)nc2n1. The Y is -1.14 log mol/L. (4) The molecule is CCCCCCCCCCOS(=O)(=O)[O-].[Na+]. The Y is 0.103 log mol/L. (5) The molecule is CN(C)Cc1ccccc1Cl. The Y is -1.85 log mol/L. (6) The compound is CCC(C)C(=O)O. The Y is -0.356 log mol/L. (7) The compound is CCOC(=O)C(C)OC(C)=O. The Y is -0.699 log mol/L.